The task is: Predict the product of the given reaction.. This data is from Forward reaction prediction with 1.9M reactions from USPTO patents (1976-2016). (1) The product is: [N:39]([CH2:2][CH2:3][CH2:4][Si:5]([CH3:38])([CH3:37])[CH2:6][CH2:7][C:8]1[C:20]2[CH2:19][N:18]3[C:13](=[CH:14][C:15]4[C@@:25]([O:28][C:29](=[O:31])[CH3:30])([CH2:26][CH3:27])[C:24](=[O:32])[O:23][CH2:22][C:16]=4[C:17]3=[O:21])[C:12]=2[N:11]=[C:10]2[CH:33]=[CH:34][CH:35]=[CH:36][C:9]=12)=[N+:40]=[N-:41]. Given the reactants Br[CH2:2][CH2:3][CH2:4][Si:5]([CH3:38])([CH3:37])[CH2:6][CH2:7][C:8]1[C:20]2[CH2:19][N:18]3[C:13](=[CH:14][C:15]4[C@@:25]([O:28][C:29](=[O:31])[CH3:30])([CH2:26][CH3:27])[C:24](=[O:32])[O:23][CH2:22][C:16]=4[C:17]3=[O:21])[C:12]=2[N:11]=[C:10]2[CH:33]=[CH:34][CH:35]=[CH:36][C:9]=12.[N-:39]=[N+:40]=[N-:41].[Na+], predict the reaction product. (2) Given the reactants F[C:2]1[C:7]([C:8]2[N:16]=[CH:15][N:14]=[C:13]3[C:9]=2[N:10]=[CH:11][N:12]3[CH:17]2[CH2:22][CH2:21][CH2:20][CH2:19][O:18]2)=[CH:6][CH:5]=[CH:4][N:3]=1.[CH3:23][C:24]1[C:33]([NH2:34])=[C:32]2[C:27]([C:28]([S:35][CH3:36])=[N:29][CH:30]=[N:31]2)=[CH:26][CH:25]=1.[Li+].C[Si]([N-][Si](C)(C)C)(C)C.C1COCC1, predict the reaction product. The product is: [CH3:23][C:24]1[C:33]([NH:34][C:2]2[C:7]([C:8]3[N:16]=[CH:15][N:14]=[C:13]4[C:9]=3[N:10]=[CH:11][N:12]4[CH:17]3[CH2:22][CH2:21][CH2:20][CH2:19][O:18]3)=[CH:6][CH:5]=[CH:4][N:3]=2)=[C:32]2[C:27]([C:28]([S:35][CH3:36])=[N:29][CH:30]=[N:31]2)=[CH:26][CH:25]=1.